Task: Predict the reactants needed to synthesize the given product.. Dataset: Full USPTO retrosynthesis dataset with 1.9M reactions from patents (1976-2016) (1) Given the product [ClH:56].[CH2:24]([N:23]1[C:22]2[C:21](=[O:31])[N:20]([CH2:32][C:33]3[C:42]4[C:37](=[CH:38][CH:39]=[CH:40][CH:41]=4)[CH:36]=[CH:35][N:34]=3)[C:19](=[O:43])[N:18]([CH3:44])[C:17]=2[C:16]([C:45]([NH2:46])=[O:47])=[C:15]1[N:11]1[CH2:12][CH2:13][CH2:14][NH:8][CH2:9][CH2:10]1)[C:25]1[CH:30]=[CH:29][CH:28]=[CH:27][CH:26]=1, predict the reactants needed to synthesize it. The reactants are: C(OC([N:8]1[CH2:14][CH2:13][CH2:12][N:11]([C:15]2[N:23]([CH2:24][C:25]3[CH:30]=[CH:29][CH:28]=[CH:27][CH:26]=3)[C:22]3[C:21](=[O:31])[N:20]([CH2:32][C:33]4[C:42]5[C:37](=[CH:38][CH:39]=[CH:40][CH:41]=5)[CH:36]=[CH:35][N:34]=4)[C:19](=[O:43])[N:18]([CH3:44])[C:17]=3[C:16]=2[C:45](=[O:47])[NH2:46])[CH2:10][CH2:9]1)=O)(C)(C)C.C(O)(C(F)(F)F)=O.C(Cl)[Cl:56]. (2) Given the product [Br:1][C:2]1[CH:3]=[CH:4][C:5]2[S:9](=[O:10])(=[O:11])[NH:8][CH2:7][C:6]=2[CH:16]=1, predict the reactants needed to synthesize it. The reactants are: [Br:1][C:2]1[CH:3]=[CH:4][C:5]2[S:9](=[O:11])(=[O:10])[N:8](C(C)(C)C)[CH2:7][C:6]=2[CH:16]=1. (3) Given the product [F:22][C:23]1[CH:24]=[C:25]([CH2:26][O:8][CH:9]2[CH2:14][CH2:13][CH2:12][N:11]([C:15]([O:17][C:18]([CH3:21])([CH3:20])[CH3:19])=[O:16])[CH2:10]2)[CH:28]=[CH:29][C:30]=1[F:31], predict the reactants needed to synthesize it. The reactants are: [H-].[Na+].CN(C)C=O.[OH:8][CH:9]1[CH2:14][CH2:13][CH2:12][N:11]([C:15]([O:17][C:18]([CH3:21])([CH3:20])[CH3:19])=[O:16])[CH2:10]1.[F:22][C:23]1[CH:24]=[C:25]([CH:28]=[CH:29][C:30]=1[F:31])[CH2:26]Br.